This data is from Forward reaction prediction with 1.9M reactions from USPTO patents (1976-2016). The task is: Predict the product of the given reaction. Given the reactants [Br:1][C:2]1[CH:8]=[C:7]([C:9]2[CH:14]=[CH:13][N:12]=[CH:11][CH:10]=2)[CH:6]=[CH:5][C:3]=1[NH2:4].[C:15]([O:19][C:20]([NH:22][C@H:23]([CH2:27][CH:28]([CH3:30])[CH3:29])[C:24](O)=[O:25])=[O:21])([CH3:18])([CH3:17])[CH3:16].O=P(Cl)(Cl)Cl, predict the reaction product. The product is: [C:15]([O:19][C:20](=[O:21])[NH:22][C@H:23]([CH2:27][CH:28]([CH3:29])[CH3:30])[C:24]([NH:4][C:3]1[CH:5]=[CH:6][C:7]([C:9]2[CH:10]=[CH:11][N:12]=[CH:13][CH:14]=2)=[CH:8][C:2]=1[Br:1])=[O:25])([CH3:18])([CH3:17])[CH3:16].